From a dataset of Full USPTO retrosynthesis dataset with 1.9M reactions from patents (1976-2016). Predict the reactants needed to synthesize the given product. The reactants are: [Cl:1][C:2]1[CH:11]=[CH:10][CH:9]=[C:8]2[C:3]=1[C:4](=[O:12])[NH:5][CH:6]=[N:7]2.[N+:13]([O-])([OH:15])=[O:14]. Given the product [Cl:1][C:2]1[C:11]([N+:13]([O-:15])=[O:14])=[CH:10][CH:9]=[C:8]2[C:3]=1[C:4](=[O:12])[NH:5][CH:6]=[N:7]2, predict the reactants needed to synthesize it.